Task: Predict which catalyst facilitates the given reaction.. Dataset: Catalyst prediction with 721,799 reactions and 888 catalyst types from USPTO Reactant: [CH:1]1([CH2:7][CH2:8][O:9][C:10]([C:12]2[CH:17]=[C:16]([N+:18]([O-:20])=[O:19])[C:15]([S:21]([O-:24])(=[O:23])=[O:22])=[C:14]([N+:25]([O-:27])=[O:26])[CH:13]=2)=[O:11])[CH2:6][CH2:5][CH2:4][CH2:3][CH2:2]1.[Na+]. Product: [S:21]([C:15]1[C:16]([N+:18]([O-:20])=[O:19])=[CH:17][C:12]([C:10]([O:9][CH2:8][CH2:7][CH:1]2[CH2:2][CH2:3][CH2:4][CH2:5][CH2:6]2)=[O:11])=[CH:13][C:14]=1[N+:25]([O-:27])=[O:26])([OH:24])(=[O:23])=[O:22]. The catalyst class is: 72.